This data is from Forward reaction prediction with 1.9M reactions from USPTO patents (1976-2016). The task is: Predict the product of the given reaction. Given the reactants CCCC[N+](CCCC)(CCCC)CCCC.[F-].[Si]([O:36][CH2:37][CH:38]1[CH2:41][C:40]([C:42]2[CH:43]=[C:44]3[C:49](=[CH:50][CH:51]=2)[N:48]=[C:47]([C:52]2[CH:57]=[CH:56][CH:55]=[C:54]([Cl:58])[CH:53]=2)[N:46]([CH2:59][C:60]([NH:62][CH:63]([CH3:65])[CH3:64])=[O:61])[C:45]3=[O:66])=[CH:39]1)(C(C)(C)C)(C1C=CC=CC=1)C1C=CC=CC=1, predict the reaction product. The product is: [Cl:58][C:54]1[CH:53]=[C:52]([C:47]2[N:46]([CH2:59][C:60]([NH:62][CH:63]([CH3:65])[CH3:64])=[O:61])[C:45](=[O:66])[C:44]3[C:49](=[CH:50][CH:51]=[C:42]([C:40]4[CH2:41][CH:38]([CH2:37][OH:36])[CH:39]=4)[CH:43]=3)[N:48]=2)[CH:57]=[CH:56][CH:55]=1.